This data is from Peptide-MHC class I binding affinity with 185,985 pairs from IEDB/IMGT. The task is: Regression. Given a peptide amino acid sequence and an MHC pseudo amino acid sequence, predict their binding affinity value. This is MHC class I binding data. (1) The peptide sequence is YFSDVSAPV. The MHC is HLA-A02:01 with pseudo-sequence HLA-A02:01. The binding affinity (normalized) is 0.692. (2) The peptide sequence is ALVEMGHHV. The MHC is HLA-A02:11 with pseudo-sequence HLA-A02:11. The binding affinity (normalized) is 0.936. (3) The peptide sequence is AEDLNLGNL. The MHC is H-2-Db with pseudo-sequence H-2-Db. The binding affinity (normalized) is 0.0641. (4) The MHC is Mamu-A11 with pseudo-sequence Mamu-A11. The peptide sequence is LDTGADDTV. The binding affinity (normalized) is 0. (5) The peptide sequence is FRRFTQAIY. The MHC is HLA-A02:19 with pseudo-sequence HLA-A02:19. The binding affinity (normalized) is 0.0847. (6) The peptide sequence is QMRAVGQPL. The MHC is HLA-B46:01 with pseudo-sequence HLA-B46:01. The binding affinity (normalized) is 0.0847. (7) The peptide sequence is TQVKELGIAI. The MHC is HLA-A23:01 with pseudo-sequence HLA-A23:01. The binding affinity (normalized) is 0.0240. (8) The peptide sequence is GPRWPRRMP. The MHC is HLA-B35:01 with pseudo-sequence HLA-B35:01. The binding affinity (normalized) is 0.0847. (9) The peptide sequence is LIFPAFFLC. The MHC is HLA-B07:02 with pseudo-sequence HLA-B07:02. The binding affinity (normalized) is 0.0847. (10) The peptide sequence is FLDEKTHELL. The MHC is Mamu-B8701 with pseudo-sequence Mamu-B8701. The binding affinity (normalized) is 1.00.